Dataset: Full USPTO retrosynthesis dataset with 1.9M reactions from patents (1976-2016). Task: Predict the reactants needed to synthesize the given product. (1) Given the product [C:7]([NH:10][S:11]([C:14]1[CH:15]=[C:16]([CH:17]=[CH:18][CH:19]=1)[CH2:20][NH:21][C:35]([C:32]1[CH:33]=[N:34][C:29]([C:25]2[CH:26]=[CH:27][CH:28]=[C:23]([F:22])[CH:24]=2)=[N:30][CH:31]=1)=[O:36])(=[O:12])=[O:13])(=[O:9])[CH3:8], predict the reactants needed to synthesize it. The reactants are: C(=O)([O-])[O-].[K+].[K+].[C:7]([NH:10][S:11]([C:14]1[CH:19]=[CH:18][CH:17]=[C:16]([CH2:20][NH2:21])[CH:15]=1)(=[O:13])=[O:12])(=[O:9])[CH3:8].[F:22][C:23]1[CH:24]=[C:25]([C:29]2[N:34]=[CH:33][C:32]([C:35](Cl)=[O:36])=[CH:31][N:30]=2)[CH:26]=[CH:27][CH:28]=1.Cl. (2) Given the product [C:1]([C:3]1[C:4]([NH:34][CH2:35][CH2:36][O:37][CH3:38])=[CH:5][C:6]([NH:9][C:10]([N:12]2[C:21]3[C:16](=[CH:17][C:18]([C:27]4[C:28]([CH3:33])=[N:29][N:30]([CH3:32])[CH:31]=4)=[C:19]([CH:22]=[O:23])[N:20]=3)[CH2:15][CH2:14][CH2:13]2)=[O:11])=[N:7][CH:8]=1)#[N:2], predict the reactants needed to synthesize it. The reactants are: [C:1]([C:3]1[C:4]([NH:34][CH2:35][CH2:36][O:37][CH3:38])=[CH:5][C:6]([NH:9][C:10]([N:12]2[C:21]3[C:16](=[CH:17][C:18]([C:27]4[C:28]([CH3:33])=[N:29][N:30]([CH3:32])[CH:31]=4)=[C:19]([CH:22](OC)[O:23]C)[N:20]=3)[CH2:15][CH2:14][CH2:13]2)=[O:11])=[N:7][CH:8]=1)#[N:2].Cl. (3) Given the product [C:19]([OH:26])(=[O:25])/[CH:20]=[CH:21]/[C:22]([OH:24])=[O:23].[Cl:1][C:2]1[CH:3]=[C:4]([C:9]2([C:15]([O:17][CH3:18])=[O:16])[CH2:11][CH:10]2[CH2:12][NH:13][CH3:14])[CH:5]=[CH:6][C:7]=1[Cl:8], predict the reactants needed to synthesize it. The reactants are: [Cl:1][C:2]1[CH:3]=[C:4]([C:9]2([C:15]([O:17][CH3:18])=[O:16])[CH2:11][CH:10]2[CH2:12][NH:13][CH3:14])[CH:5]=[CH:6][C:7]=1[Cl:8].[C:19]([OH:26])(=[O:25])/[CH:20]=[CH:21]/[C:22]([OH:24])=[O:23]. (4) Given the product [NH2:21][C:8]1[CH:7]=[CH:6][CH:5]=[C:4]2[C:9]=1[C:10](=[O:20])[N:11]([CH:12]1[CH2:17][CH2:16][C:15](=[O:18])[NH:14][C:13]1=[O:19])[C:2]([CH3:1])=[N:3]2, predict the reactants needed to synthesize it. The reactants are: [CH3:1][C:2]1[N:11]([CH:12]2[CH2:17][CH2:16][C:15](=[O:18])[NH:14][C:13]2=[O:19])[C:10](=[O:20])[C:9]2[C:4](=[CH:5][CH:6]=[CH:7][C:8]=2[N+:21]([O-])=O)[N:3]=1. (5) Given the product [NH2:19][C:18]1[CH:20]=[C:14]([C:7]2[C:8]([CH2:12][CH3:13])=[N:9][C:10]3[C:5]([CH:6]=2)=[CH:4][N:3]=[C:2]([NH:25][C:22](=[O:24])[CH3:23])[CH:11]=3)[CH:15]=[CH:16][C:17]=1[F:21], predict the reactants needed to synthesize it. The reactants are: Cl[C:2]1[CH:11]=[C:10]2[C:5]([CH:6]=[C:7]([C:14]3[CH:15]=[CH:16][C:17]([F:21])=[C:18]([CH:20]=3)[NH2:19])[C:8]([CH2:12][CH3:13])=[N:9]2)=[CH:4][N:3]=1.[C:22]([NH2:25])(=[O:24])[CH3:23].[O-]P([O-])([O-])=O.[K+].[K+].[K+].CC(P(C(C)(C)C)C1N(C2C(C3C=CC=CC=3)=NN(C3C=CC=CC=3)C=2C2C=CC=CC=2)N=CC=1)(C)C. (6) Given the product [Br:28][C:7]1[C:8](=[O:22])[N:9]([C:13]2[CH:18]=[CH:17][C:16]([CH:19]=[CH2:20])=[CH:15][C:14]=2[CH3:21])[C:10]([CH3:12])=[CH:11][C:6]=1[O:5][CH2:4][C:3]1[CH:23]=[CH:24][C:25]([F:27])=[CH:26][C:2]=1[F:1], predict the reactants needed to synthesize it. The reactants are: [F:1][C:2]1[CH:26]=[C:25]([F:27])[CH:24]=[CH:23][C:3]=1[CH2:4][O:5][C:6]1[CH:11]=[C:10]([CH3:12])[N:9]([C:13]2[CH:18]=[CH:17][C:16]([CH:19]=[CH2:20])=[CH:15][C:14]=2[CH3:21])[C:8](=[O:22])[CH:7]=1.[Br:28]C1C=CC(N2C(C)=CC(OCC3C=CC(F)=CC=3F)=CC2=O)=C(C)C=1.C([Sn](CCCC)(CCCC)C=C)CCC. (7) The reactants are: [C:1]([N:4]1[C:13]2[C:8](=[CH:9][C:10]([C:15]([O:17][CH3:18])=[O:16])=[C:11]([F:14])[CH:12]=2)[C@H:7]([NH:19]C(OCC2C=CC=CC=2)=O)[C@@H:6]([CH3:30])[C@@H:5]1[CH:31]1[CH2:33][CH2:32]1)(=[O:3])[CH3:2]. Given the product [C:1]([N:4]1[C:13]2[C:8](=[CH:9][C:10]([C:15]([O:17][CH3:18])=[O:16])=[C:11]([F:14])[CH:12]=2)[C@H:7]([NH2:19])[C@@H:6]([CH3:30])[C@@H:5]1[CH:31]1[CH2:32][CH2:33]1)(=[O:3])[CH3:2], predict the reactants needed to synthesize it. (8) Given the product [CH2:1]([C:4]1[C:5]([O:15][CH3:16])=[CH:6][C:7]2[CH2:12][O:11][C:10](=[O:13])[N:9]([CH3:20])[C:8]=2[CH:14]=1)[CH:2]=[CH2:3], predict the reactants needed to synthesize it. The reactants are: [CH2:1]([C:4]1[C:5]([O:15][CH3:16])=[CH:6][C:7]2[CH2:12][O:11][C:10](=[O:13])[NH:9][C:8]=2[CH:14]=1)[CH:2]=[CH2:3].[H-].[Na+].I[CH3:20].